Dataset: Catalyst prediction with 721,799 reactions and 888 catalyst types from USPTO. Task: Predict which catalyst facilitates the given reaction. (1) Reactant: [Li+].C[Si]([N-][Si](C)(C)C)(C)C.CC1C=CC(S(O[C@@H:22]([CH2:33][O:34][CH2:35][C:36]2[CH:41]=[CH:40][CH:39]=[CH:38][CH:37]=2)[CH2:23][CH:24]([C:31]#[N:32])[C:25]2[CH:30]=[CH:29][CH:28]=[CH:27][CH:26]=2)(=O)=O)=CC=1. Product: [C:25]1([C@@:24]2([C:31]#[N:32])[CH2:23][C@H:22]2[CH2:33][O:34][CH2:35][C:36]2[CH:37]=[CH:38][CH:39]=[CH:40][CH:41]=2)[CH:26]=[CH:27][CH:28]=[CH:29][CH:30]=1. The catalyst class is: 11. (2) Reactant: Br[CH2:2][CH2:3][O:4][C:5]1[C:6]([C:26]2[CH:36]=[CH:35][C:29]([C:30]([N:32]([CH3:34])[CH3:33])=[O:31])=[CH:28][CH:27]=2)=[N:7][C:8]([C:11]2[NH:20][C:19](=[O:21])[C:18]3[C:13](=[CH:14][C:15]([O:24][CH3:25])=[CH:16][C:17]=3[O:22][CH3:23])[N:12]=2)=[CH:9][CH:10]=1.[CH:37]([NH2:40])([CH3:39])[CH3:38]. Product: [CH3:23][O:22][C:17]1[CH:16]=[C:15]([O:24][CH3:25])[CH:14]=[C:13]2[C:18]=1[C:19](=[O:21])[NH:20][C:11]([C:8]1[N:7]=[C:6]([C:26]3[CH:27]=[CH:28][C:29]([C:30]([N:32]([CH3:34])[CH3:33])=[O:31])=[CH:35][CH:36]=3)[C:5]([O:4][CH2:3][CH2:2][NH:40][CH:37]([CH3:39])[CH3:38])=[CH:10][CH:9]=1)=[N:12]2. The catalyst class is: 16. (3) Reactant: [OH:1][C@@H:2]1[CH2:7][CH2:6][CH2:5][CH2:4][C@@H:3]1[N:8]1[C:12]([C:13]2[CH:18]=[CH:17][CH:16]=[CH:15][CH:14]=2)=[C:11]([C:19](O)=[O:20])[N:10]=[CH:9]1.[CH2:22]([N:29]1[CH2:34][CH2:33][NH:32][C@H:31](/[CH:35]=[CH:36]/[C:37]2[CH:42]=[CH:41][CH:40]=[CH:39][C:38]=2[F:43])[CH2:30]1)[C:23]1[CH:28]=[CH:27][CH:26]=[CH:25][CH:24]=1.CCN=C=NCCCN(C)C.Cl.C1C=CC2N(O)N=NC=2C=1.C(N(CC)C(C)C)(C)C.C(=O)([O-])O.[Na+]. Product: [CH2:22]([N:29]1[CH2:34][CH2:33][N:32]([C:19]([C:11]2[N:10]=[CH:9][N:8]([C@H:3]3[CH2:4][CH2:5][CH2:6][CH2:7][C@H:2]3[OH:1])[C:12]=2[C:13]2[CH:18]=[CH:17][CH:16]=[CH:15][CH:14]=2)=[O:20])[C@H:31](/[CH:35]=[CH:36]/[C:37]2[CH:42]=[CH:41][CH:40]=[CH:39][C:38]=2[F:43])[CH2:30]1)[C:23]1[CH:24]=[CH:25][CH:26]=[CH:27][CH:28]=1. The catalyst class is: 241. (4) Reactant: C(OC(=O)[NH:7][C@H:8]([CH2:28][C:29]1[CH:34]=[CH:33][C:32]([O:35][CH3:36])=[CH:31][CH:30]=1)[C:9](=[O:27])[N:10]1[CH2:13][C:12]([O:21][CH2:22][CH2:23][CH2:24][CH2:25][CH3:26])([C:14]2[CH:19]=[CH:18][CH:17]=[CH:16][C:15]=2[CH3:20])[CH2:11]1)(C)(C)C.[F:38][C:39]([F:44])([F:43])[C:40]([OH:42])=[O:41]. Product: [F:38][C:39]([F:44])([F:43])[C:40]([OH:42])=[O:41].[NH2:7][C@H:8]([CH2:28][C:29]1[CH:30]=[CH:31][C:32]([O:35][CH3:36])=[CH:33][CH:34]=1)[C:9]([N:10]1[CH2:11][C:12]([O:21][CH2:22][CH2:23][CH2:24][CH2:25][CH3:26])([C:14]2[CH:19]=[CH:18][CH:17]=[CH:16][C:15]=2[CH3:20])[CH2:13]1)=[O:27]. The catalyst class is: 4. (5) Reactant: Br[CH:2]=[C:3]([C:5]1[CH:6]=[C:7]([S:11][CH3:12])[CH:8]=[CH:9][CH:10]=1)[CH3:4].P([O-])([O-])([O-])=O.[K+].[K+].[K+].N1CCC[C@H]1C(O)=O.[CH3:29][N:30]1[CH2:43][CH2:42][C:33]2[NH:34][C:35]3[CH:36]=[CH:37][C:38]([CH3:41])=[CH:39][C:40]=3[C:32]=2[CH2:31]1. Product: [CH3:29][N:30]1[CH2:43][CH2:42][C:33]2[N:34](/[CH:2]=[C:3](/[C:5]3[CH:10]=[CH:9][CH:8]=[C:7]([S:11][CH3:12])[CH:6]=3)\[CH3:4])[C:35]3[CH:36]=[CH:37][C:38]([CH3:41])=[CH:39][C:40]=3[C:32]=2[CH2:31]1. The catalyst class is: 122. (6) Reactant: C(=O)(O)[O-].[Na+].[Br:6]Br.[NH2:8][C:9]1[N:10]=[N:11][C:12]([Cl:15])=[CH:13][CH:14]=1. Product: [Br:6][C:14]1[CH:13]=[C:12]([Cl:15])[N:11]=[N:10][C:9]=1[NH2:8]. The catalyst class is: 5. (7) Reactant: [SH:1][C:2]1[S:3][C:4]([C:7](O)([CH2:10][CH3:11])[CH2:8][CH3:9])=[CH:5][N:6]=1.C([SiH](CC)CC)C.C(O)(C(F)(F)F)=O. Product: [CH2:8]([CH:7]([C:4]1[S:3][C:2]([SH:1])=[N:6][CH:5]=1)[CH2:10][CH3:11])[CH3:9]. The catalyst class is: 91. (8) Reactant: [C:1]([CH2:3][C:4]1([N:23]2[CH:27]=[C:26](B3OC(C)(C)C(C)(C)O3)[CH:25]=[N:24]2)[CH2:7][N:6]([C:8]2[N:9]=[CH:10][C:11]([C:14]([NH:16][C@@H:17]([CH3:22])[C:18]([F:21])([F:20])[F:19])=[O:15])=[N:12][CH:13]=2)[CH2:5]1)#[N:2].Br[C:38]1[C:39]([CH3:50])=[N:40][N:41](C(OC(C)(C)C)=O)[CH:42]=1.[C:51](=[O:54])([O-])[O-:52].[Na+].[Na+]. Product: [F:19][C:18]([F:21])([F:20])[C:51]([OH:52])=[O:54].[C:1]([CH2:3][C:4]1([N:23]2[CH:27]=[C:26]([C:38]3[C:39]([CH3:50])=[N:40][NH:41][CH:42]=3)[CH:25]=[N:24]2)[CH2:7][N:6]([C:8]2[N:9]=[CH:10][C:11]([C:14]([NH:16][C@@H:17]([CH3:22])[C:18]([F:19])([F:20])[F:21])=[O:15])=[N:12][CH:13]=2)[CH2:5]1)#[N:2].[C:51]([OH:52])([C:18]([F:21])([F:20])[F:19])=[O:54]. The catalyst class is: 70. (9) Reactant: [C:1]([O:5][C:6]([N:8]([CH2:13][C:14]([OH:16])=O)[CH2:9][C:10]([OH:12])=O)=[O:7])([CH3:4])([CH3:3])[CH3:2].C(C1NC=CN=1)(C1NC=CN=1)=O.[F:29][C:30]1[CH:37]=[CH:36][C:33]([CH2:34][NH2:35])=[CH:32][CH:31]=1. Product: [C:1]([O:5][C:6]([N:8]1[CH2:9][C:10](=[O:12])[N:35]([CH2:34][C:33]2[CH:36]=[CH:37][C:30]([F:29])=[CH:31][CH:32]=2)[C:14](=[O:16])[CH2:13]1)=[O:7])([CH3:2])([CH3:3])[CH3:4]. The catalyst class is: 1. (10) Reactant: [Br:1][C:2]1[CH:7]=[CH:6][C:5](I)=[CH:4][CH:3]=1.C([Mg]Cl)(C)C.[C:14]1(=[O:20])[CH2:19][CH2:18][CH2:17][CH2:16][CH2:15]1.[Cl-].[NH4+]. Product: [Br:1][C:2]1[CH:7]=[CH:6][C:5]([C:14]2([OH:20])[CH2:19][CH2:18][CH2:17][CH2:16][CH2:15]2)=[CH:4][CH:3]=1. The catalyst class is: 54.